From a dataset of Forward reaction prediction with 1.9M reactions from USPTO patents (1976-2016). Predict the product of the given reaction. (1) Given the reactants [Br:1][C:2]1[CH:10]=[C:9]2[C:5]([C:6]([C:11]3[NH:15][C:14]4[CH:16]=[CH:17][CH:18]=[C:19]([N:20]5[CH2:25][CH2:24][N:23]([CH3:26])[CH2:22][CH2:21]5)[C:13]=4[N:12]=3)=[N:7][NH:8]2)=[CH:4][CH:3]=1.[CH3:27][C:28]([O:31][C:32](O[C:32]([O:31][C:28]([CH3:30])([CH3:29])[CH3:27])=[O:33])=[O:33])([CH3:30])[CH3:29], predict the reaction product. The product is: [Br:1][C:2]1[CH:10]=[C:9]2[C:5]([C:6]([C:11]3[N:15]([C:32]([O:31][C:28]([CH3:30])([CH3:29])[CH3:27])=[O:33])[C:14]4[CH:16]=[CH:17][CH:18]=[C:19]([N:20]5[CH2:25][CH2:24][N:23]([CH3:26])[CH2:22][CH2:21]5)[C:13]=4[N:12]=3)=[N:7][N:8]2[C:32]([O:31][C:28]([CH3:30])([CH3:29])[CH3:27])=[O:33])=[CH:4][CH:3]=1. (2) Given the reactants FC(F)(F)C(O)=O.C(OC([N:15]1[C:20]2[CH:21]=[C:22]([Cl:30])[C:23]([O:25][CH2:26][C:27]([OH:29])=[O:28])=[CH:24][C:19]=2[O:18][CH:17]([C:31]([N:33]2[CH2:38][CH2:37][C:36]([C:47]#[N:48])([CH2:39][C:40]3[CH:45]=[CH:44][C:43]([F:46])=[CH:42][CH:41]=3)[CH2:35][CH2:34]2)=[O:32])[CH2:16]1)=O)(C)(C)C, predict the reaction product. The product is: [Cl:30][C:22]1[C:23]([O:25][CH2:26][C:27]([OH:29])=[O:28])=[CH:24][C:19]2[O:18][CH:17]([C:31]([N:33]3[CH2:34][CH2:35][C:36]([C:47]#[N:48])([CH2:39][C:40]4[CH:45]=[CH:44][C:43]([F:46])=[CH:42][CH:41]=4)[CH2:37][CH2:38]3)=[O:32])[CH2:16][NH:15][C:20]=2[CH:21]=1. (3) The product is: [C:11]([NH:1][C:2]1[CH:3]=[CH:4][C:5]([CH2:8][CH2:9][CH2:10][C:11]([OH:13])=[O:12])=[CH:6][CH:7]=1)([CH:10]=[CH2:9])=[O:12]. Given the reactants [NH2:1][C:2]1[CH:7]=[CH:6][C:5]([CH2:8][CH2:9][CH2:10][C:11]([OH:13])=[O:12])=[CH:4][CH:3]=1.C(Cl)Cl.Cl[Si](C)(C)C, predict the reaction product. (4) Given the reactants Cl[C:2]1[S:3][C:4]2[CH:10]=[CH:9][C:8]([C:11]#[N:12])=[CH:7][C:5]=2[N:6]=1.NC1C=C(C=CC=1Cl)C#N.[O:23]=[C:24]1[NH:29][CH2:28][CH2:27][N:26]([C:30]([O:32][C:33]([CH3:36])([CH3:35])[CH3:34])=[O:31])[CH2:25]1.CC1(C)C2C(=C(P(C3C=CC=CC=3)C3C=CC=CC=3)C=CC=2)OC2C(P(C3C=CC=CC=3)C3C=CC=CC=3)=CC=CC1=2.C(=O)([O-])[O-].[Cs+].[Cs+], predict the reaction product. The product is: [C:11]([C:8]1[CH:9]=[CH:10][C:4]2[S:3][C:2]([N:29]3[CH2:28][CH2:27][N:26]([C:30]([O:32][C:33]([CH3:35])([CH3:34])[CH3:36])=[O:31])[CH2:25][C:24]3=[O:23])=[N:6][C:5]=2[CH:7]=1)#[N:12]. (5) The product is: [CH2:6]([O:27][C:28]1[CH:29]=[CH:30][C:31]([C:34]2[CH:39]=[CH:38][C:37]([O:40][CH2:42][CH2:43][CH2:44][CH3:45])=[CH:36][CH:35]=2)=[CH:32][CH:33]=1)[CH2:7][CH2:8][CH3:9]. Given the reactants [Na].S([CH2:6][CH2:7][CH2:8][CH2:9]OC1C=CC=CC=1C1C=CC(S(O)(=O)=O)=CC=1)(O)(=O)=O.[OH:27][C:28]1[CH:33]=[CH:32][C:31]([C:34]2[CH:39]=[CH:38][C:37]([OH:40])=[CH:36][CH:35]=2)=[CH:30][CH:29]=1.Br[CH2:42][CH2:43][CH2:44][CH3:45].C(=O)([O-])[O-].[K+].[K+], predict the reaction product. (6) Given the reactants [CH:1]1([C@@H:4]([C:11]2[CH:20]=[C:19]3[C:14]([CH2:15][CH2:16][CH:17]([C:21]4[CH:26]=[CH:25][C:24](OS(C(F)(F)F)(=O)=O)=[CH:23][C:22]=4[F:35])[O:18]3)=[CH:13][CH:12]=2)[C@H:5]([CH3:10])[C:6]([O:8][CH3:9])=[O:7])[CH2:3][CH2:2]1.[CH3:36][O:37][C:38]1[CH:43]=[C:42](B(O)O)[CH:41]=[CH:40][N:39]=1, predict the reaction product. The product is: [CH:1]1([C@@H:4]([C:11]2[CH:20]=[C:19]3[C:14]([CH2:15][CH2:16][CH:17]([C:21]4[CH:26]=[CH:25][C:24]([C:42]5[CH:41]=[CH:40][N:39]=[C:38]([O:37][CH3:36])[CH:43]=5)=[CH:23][C:22]=4[F:35])[O:18]3)=[CH:13][CH:12]=2)[C@H:5]([CH3:10])[C:6]([O:8][CH3:9])=[O:7])[CH2:2][CH2:3]1. (7) Given the reactants [F:1]C1C=CC(O)=CC=1C=O.[F:11][C:12]([F:35])([F:34])[C:13]1[CH:14]=[CH:15][C:16]([O:19][C:20]2[CH:21]=[C:22]([CH:26]=[C:27]3[CH2:32][CH2:31][CH:30]([NH2:33])[CH2:29][CH2:28]3)[CH:23]=[CH:24][CH:25]=2)=[N:17][CH:18]=1, predict the reaction product. The product is: [F:1][C:23]1[CH:24]=[CH:25][C:20]([O:19][C:16]2[CH:15]=[CH:14][C:13]([C:12]([F:11])([F:34])[F:35])=[CH:18][N:17]=2)=[CH:21][C:22]=1[CH:26]=[C:27]1[CH2:32][CH2:31][CH:30]([NH2:33])[CH2:29][CH2:28]1.